This data is from Reaction yield outcomes from USPTO patents with 853,638 reactions. The task is: Predict the reaction yield, written as a fraction of the theoretical maximum amount of product (1.0 means a 100% yield; for example, 0.34 means a 34% yield). (1) The reactants are [F:1][C:2]1[CH:7]=[CH:6][C:5]([C:8]2[O:12][C:11]([C:13]([F:16])([F:15])[F:14])=[N:10][C:9]=2[C:17]([O:19]CC)=[O:18])=[CH:4][CH:3]=1.[Li+].[OH-]. The catalyst is C1COCC1.O. The product is [F:1][C:2]1[CH:3]=[CH:4][C:5]([C:8]2[O:12][C:11]([C:13]([F:16])([F:14])[F:15])=[N:10][C:9]=2[C:17]([OH:19])=[O:18])=[CH:6][CH:7]=1. The yield is 0.110. (2) The reactants are [C:1]([O:4][CH2:5][C:6]([CH3:36])([CH3:35])[CH2:7][N:8]1[C:14]2[CH:15]=[CH:16][C:17]([Cl:19])=[CH:18][C:13]=2[C@@H:12]([C:20]2[CH:25]=[CH:24][CH:23]=[C:22]([O:26][CH3:27])[C:21]=2[O:28][CH3:29])[O:11][C@H:10]([CH2:30][C:31](O)=[O:32])[C:9]1=[O:34])(=[O:3])[CH3:2].S(Cl)(Cl)=O.[NH2:41][C:42]1[CH:43]=[CH:44][C:45]2[S:49][C:48]([C:50]([O:52][CH2:53][CH3:54])=[O:51])=[CH:47][C:46]=2[CH:55]=1.C(N(CC)CC)C. The catalyst is O1CCCC1.C(OCC)(=O)C.O.CN(C)C=O. The product is [C:1]([O:4][CH2:5][C:6]([CH3:36])([CH3:35])[CH2:7][N:8]1[C:14]2[CH:15]=[CH:16][C:17]([Cl:19])=[CH:18][C:13]=2[C@@H:12]([C:20]2[CH:25]=[CH:24][CH:23]=[C:22]([O:26][CH3:27])[C:21]=2[O:28][CH3:29])[O:11][C@H:10]([CH2:30][C:31]([NH:41][C:42]2[CH:43]=[CH:44][C:45]3[S:49][C:48]([C:50]([O:52][CH2:53][CH3:54])=[O:51])=[CH:47][C:46]=3[CH:55]=2)=[O:32])[C:9]1=[O:34])(=[O:3])[CH3:2]. The yield is 0.719. (3) The reactants are C(O[C:4]([NH:6][C:7]1[CH:12]=[CH:11][CH:10]=[CH:9][C:8]=1[C:13]1[CH:18]=[CH:17][CH:16]=[CH:15][C:14]=1[CH3:19])=O)C.[OH2:20]. No catalyst specified. The product is [CH3:19][C:14]1[C:13]2[C:18](=[CH:4][N:6]=[C:7]3[C:8]=2[C:9](=[O:20])[CH2:10][CH:11]=[CH:12]3)[CH:17]=[CH:16][CH:15]=1. The yield is 0.650. (4) The reactants are [NH2:1][C:2]1([C:8]([OH:10])=[O:9])[CH2:7][CH2:6][CH2:5][CH2:4][CH2:3]1.[OH-].[Na+].[CH3:13][C:14]([O:17][C:18](O[C:18]([O:17][C:14]([CH3:16])([CH3:15])[CH3:13])=[O:19])=[O:19])([CH3:16])[CH3:15]. The catalyst is C1COCC1.O. The product is [C:14]([O:17][C:18]([NH:1][C:2]1([C:8]([OH:10])=[O:9])[CH2:7][CH2:6][CH2:5][CH2:4][CH2:3]1)=[O:19])([CH3:16])([CH3:15])[CH3:13]. The yield is 0.660.